From a dataset of Reaction yield outcomes from USPTO patents with 853,638 reactions. Predict the reaction yield, written as a fraction of the theoretical maximum amount of product (1.0 means a 100% yield; for example, 0.34 means a 34% yield). (1) The reactants are Br[C:2]1[CH:7]=[CH:6][C:5]([O:8][C:9]([F:15])([F:14])[C:10]([F:13])([F:12])[F:11])=[CH:4][CH:3]=1.C1COCC1.Cl[C:22]([O:24][CH2:25][CH3:26])=[O:23]. The catalyst is CCOC(C)=O. The product is [F:14][C:9]([F:15])([O:8][C:5]1[CH:6]=[CH:7][C:2]([C:22]([O:24][CH2:25][CH3:26])=[O:23])=[CH:3][CH:4]=1)[C:10]([F:13])([F:12])[F:11]. The yield is 0.500. (2) The reactants are [CH:1]1([NH:6][C:7]2[C:12]([CH:13]=O)=[C:11]([CH3:15])[N:10]=[C:9]([S:16][CH3:17])[N:8]=2)[CH2:5][CH2:4][CH2:3][CH2:2]1.N1CCCCC1.CC(O)=O.[CH2:28]([O:30][C:31](=[O:38])[CH2:32][C:33](OCC)=[O:34])[CH3:29]. No catalyst specified. The product is [CH2:28]([O:30][C:31]([C:32]1[C:33](=[O:34])[N:6]([CH:1]2[CH2:5][CH2:4][CH2:3][CH2:2]2)[C:7]2[N:8]=[C:9]([S:16][CH3:17])[N:10]=[C:11]([CH3:15])[C:12]=2[CH:13]=1)=[O:38])[CH3:29]. The yield is 0.394.